This data is from HIV replication inhibition screening data with 41,000+ compounds from the AIDS Antiviral Screen. The task is: Binary Classification. Given a drug SMILES string, predict its activity (active/inactive) in a high-throughput screening assay against a specified biological target. The compound is COC(=O)C1C(O)CCC2CN3CCc4c([nH]c5cccc(OC)c45)C3CC21. The result is 0 (inactive).